From a dataset of Reaction yield outcomes from USPTO patents with 853,638 reactions. Predict the reaction yield, written as a fraction of the theoretical maximum amount of product (1.0 means a 100% yield; for example, 0.34 means a 34% yield). (1) The reactants are [C:1](Cl)(=[O:5])[C:2](Cl)=O.ClC1C=CC=CC=1C(NC(=O)NC1SC2C=C(S([CH2:27][CH2:28][N:29]3[CH2:34][CH2:33]N(CC)[CH2:31][CH2:30]3)(=O)=O)C=CC=2N=1)=O.[Cl:42][C:43]1[CH:67]=[CH:66][C:65]([N:68]2C=CN=N2)=[CH:64][C:44]=1[C:45]([NH:47][C:48](=[O:63])[NH:49][C:50]1[S:51][C:52]2[CH:58]=[C:57]([S:59]([CH3:62])(=[O:61])=[O:60])[CH:56]=[CH:55][C:53]=2[N:54]=1)=[O:46].[CH2:73](NCC)[CH3:74].[I-].[Na+]. The product is [Cl:42][C:43]1[CH:67]=[CH:66][C:65]([N:68]2[CH2:2][CH2:1][O:5][CH2:74][CH2:73]2)=[CH:64][C:44]=1[C:45]([NH:47][C:48](=[O:63])[NH:49][C:50]1[S:51][C:52]2[CH:58]=[C:57]([S:59]([CH2:62][CH2:27][CH2:28][N:29]([CH2:34][CH3:33])[CH2:30][CH3:31])(=[O:61])=[O:60])[CH:56]=[CH:55][C:53]=2[N:54]=1)=[O:46]. The catalyst is C1COCC1.CCOC(C)=O.CN(C=O)C. The yield is 0.330. (2) The reactants are Cl[C:2]1[N:7]=[C:6]([O:8][CH:9]2[CH2:14][CH2:13][N:12]([C:15]([O:17][C:18]([CH3:21])([CH3:20])[CH3:19])=[O:16])[CH2:11][CH2:10]2)[CH:5]=[CH:4][N:3]=1.C(=O)([O-])[O-:23].[K+].[K+]. The catalyst is O1CCOCC1.O. The product is [O:23]=[C:2]1[N:7]=[C:6]([O:8][CH:9]2[CH2:14][CH2:13][N:12]([C:15]([O:17][C:18]([CH3:21])([CH3:20])[CH3:19])=[O:16])[CH2:11][CH2:10]2)[CH:5]=[CH:4][NH:3]1. The yield is 0.850. (3) The reactants are [CH3:1][C@H:2]1[CH2:7][NH:6][CH2:5][CH2:4][N:3]1[C:8]([O:10][C:11]([CH3:14])([CH3:13])[CH3:12])=[O:9].F[C:16]1[CH:23]=[CH:22][C:19]([C:20]#[N:21])=[CH:18][CH:17]=1.C([O-])([O-])=O.[K+].[K+]. The catalyst is CC(=O)OCC. The product is [C:20]([C:19]1[CH:22]=[CH:23][C:16]([N:6]2[CH2:5][CH2:4][N:3]([C:8]([O:10][C:11]([CH3:13])([CH3:12])[CH3:14])=[O:9])[C@@H:2]([CH3:1])[CH2:7]2)=[CH:17][CH:18]=1)#[N:21]. The yield is 0.300. (4) The reactants are Br[C:2]1[CH:7]=[CH:6][C:5]([Cl:8])=[CH:4][CH:3]=1.[Mg].II.[C:12](OCC)(=[O:18])[C:13]([O:15][CH2:16][CH3:17])=[O:14].Cl. The catalyst is C1COCC1. The product is [Cl:8][C:5]1[CH:6]=[CH:7][C:2]([C:12](=[O:18])[C:13]([O:15][CH2:16][CH3:17])=[O:14])=[CH:3][CH:4]=1. The yield is 0.220. (5) The reactants are [F:1][C:2]1[CH:3]=[C:4]2[C:8](=[CH:9][CH:10]=1)[NH:7][C:6](=[O:11])[CH2:5]2.C[Si]([N-][Si](C)(C)C)(C)C.[Li+].OC1CNC([CH2:29][C:30]2[N:35]=[C:34]3[CH2:36][O:37][C:38](=O)[C:33]3=[CH:32][CH:31]=2)CC1.Cl.[O:41]1[CH2:46][CH2:45]OCC1. The catalyst is C1COCC1. The product is [F:1][C:2]1[CH:3]=[C:4]2[C:8](=[CH:9][CH:10]=1)[NH:7][C:6](=[O:11])[C:5]2=[C:38]1[C:33]2[C:34](=[N:35][C:30]([CH2:29][N:7]3[CH2:8][CH2:45][CH:46]([OH:41])[CH2:5][CH2:6]3)=[CH:31][CH:32]=2)[CH2:36][O:37]1. The yield is 0.300. (6) The reactants are [CH2:1]([N:5]([CH2:25][CH2:26][CH2:27][CH3:28])[C:6]1[CH:11]=[CH:10][C:9]([CH:12]=[CH:13][CH:14]=[CH:15][C:16]2[S:20][C:19]([CH:21]=O)=[CH:18][CH:17]=2)=[C:8]([O:23][CH3:24])[CH:7]=1)[CH2:2][CH2:3][CH3:4].[C:29]([C:31]1[C:32](=[C:47]([C:50]#[N:51])[C:48]#[N:49])[O:33][C:34]([C:41]2[CH:46]=[CH:45][CH:44]=[CH:43][CH:42]=2)([C:37]([F:40])([F:39])[F:38])[C:35]=1[CH3:36])#[N:30]. The catalyst is C(O)C. The yield is 0.781. The product is [CH2:25]([N:5]([CH2:1][CH2:2][CH2:3][CH3:4])[C:6]1[CH:11]=[CH:10][C:9]([CH:12]=[CH:13][CH:14]=[CH:15][C:16]2[S:20][C:19]([CH:21]=[CH:36][C:35]3[C:34]([C:41]4[CH:46]=[CH:45][CH:44]=[CH:43][CH:42]=4)([C:37]([F:40])([F:38])[F:39])[O:33][C:32](=[C:47]([C:50]#[N:51])[C:48]#[N:49])[C:31]=3[C:29]#[N:30])=[CH:18][CH:17]=2)=[C:8]([O:23][CH3:24])[CH:7]=1)[CH2:26][CH2:27][CH3:28].